This data is from Full USPTO retrosynthesis dataset with 1.9M reactions from patents (1976-2016). The task is: Predict the reactants needed to synthesize the given product. (1) Given the product [Cl:49][CH2:22][C:8]1[C:9]([C:12]2[CH:17]=[CH:16][CH:15]=[CH:14][C:13]=2[C:18]([F:20])([F:21])[F:19])=[N:10][C:11]2[C:6]([CH:7]=1)=[CH:5][CH:4]=[CH:3][C:2]=2[CH3:1], predict the reactants needed to synthesize it. The reactants are: [CH3:1][C:2]1[CH:3]=[CH:4][CH:5]=[C:6]2[C:11]=1[N:10]=[C:9]([C:12]1[CH:17]=[CH:16][CH:15]=[CH:14][C:13]=1[C:18]([F:21])([F:20])[F:19])[C:8]([CH:22]=O)=[CH:7]2.CC1C=CC=C2C=1N=C(C1C=CC=CC=1C(F)(F)F)C(CO)=C2.O=S(Cl)[Cl:49]. (2) Given the product [CH3:1][C:2]1[CH:7]=[CH:6][C:5]([NH:8][C:9]([NH:14][C:15]2[CH:20]=[CH:19][CH:18]=[CH:17][CH:16]=2)=[O:10])=[CH:4][C:3]=1[N+:11]([O-:13])=[O:12], predict the reactants needed to synthesize it. The reactants are: [CH3:1][C:2]1[CH:7]=[CH:6][C:5]([N:8]=[C:9]=[O:10])=[CH:4][C:3]=1[N+:11]([O-:13])=[O:12].[NH2:14][C:15]1[CH:20]=[CH:19][CH:18]=[CH:17][CH:16]=1. (3) Given the product [Br:1][C:2]1[CH:7]=[CH:6][C:5]([C@@H:8]2[CH2:13][C@@H:12]([NH:14][C:15]([C:17]3([C:20]4[CH:30]=[CH:29][C:23]5[O:24][C:25]([F:27])([F:28])[O:26][C:22]=5[CH:21]=4)[CH2:18][CH2:19]3)=[O:16])[CH2:11][CH2:10][O:9]2)=[CH:4][CH:3]=1, predict the reactants needed to synthesize it. The reactants are: [Br:1][C:2]1[CH:7]=[CH:6][C:5]([C@H:8]2[CH2:13][C@H:12]([NH:14][C:15]([C:17]3([C:20]4[CH:30]=[CH:29][C:23]5[O:24][C:25]([F:28])([F:27])[O:26][C:22]=5[CH:21]=4)[CH2:19][CH2:18]3)=[O:16])[CH2:11][CH2:10][O:9]2)=[CH:4][CH:3]=1. (4) Given the product [CH:1]1([C:4]2[N:8]=[C:7]([C:9]3[C:17]4[CH2:16][C:15]([CH3:18])([CH3:19])[O:14][CH2:13][C:12]=4[S:11][C:10]=3[NH:20][C:30]([C:21]3[CH2:26][CH2:25][CH2:24][CH2:23][C:22]=3[C:27]([OH:29])=[O:28])=[O:31])[O:6][N:5]=2)[CH2:3][CH2:2]1, predict the reactants needed to synthesize it. The reactants are: [CH:1]1([C:4]2[N:8]=[C:7]([C:9]3[C:17]4[CH2:16][C:15]([CH3:19])([CH3:18])[O:14][CH2:13][C:12]=4[S:11][C:10]=3[NH2:20])[O:6][N:5]=2)[CH2:3][CH2:2]1.[C:21]12[C:30](=[O:31])[O:29][C:27](=[O:28])[C:22]=1[CH2:23][CH2:24][CH2:25][CH2:26]2. (5) Given the product [CH3:46][S:47]([OH:50])(=[O:49])=[O:48].[CH3:46][S:47]([OH:50])(=[O:49])=[O:48].[C:39]([C:34]1[C:35]([O:37][CH3:38])=[CH:36][C:31]([C:28]2[CH:29]=[CH:30][C:25]([N:21]3[CH2:22][CH2:23][CH2:24][N:18]([C:15]4[CH:14]=[CH:13][C:12]([C:7]5[CH:6]=[C:5]([O:44][CH3:45])[C:4]([C:1](=[O:3])[CH3:2])=[C:9]([O:10][CH3:11])[CH:8]=5)=[CH:17][N:16]=4)[CH2:19][CH2:20]3)=[N:26][CH:27]=2)=[CH:32][C:33]=1[O:42][CH3:43])(=[O:41])[CH3:40], predict the reactants needed to synthesize it. The reactants are: [C:1]([C:4]1[C:9]([O:10][CH3:11])=[CH:8][C:7]([C:12]2[CH:13]=[CH:14][C:15]([N:18]3[CH2:24][CH2:23][CH2:22][N:21]([C:25]4[CH:30]=[CH:29][C:28]([C:31]5[CH:36]=[C:35]([O:37][CH3:38])[C:34]([C:39](=[O:41])[CH3:40])=[C:33]([O:42][CH3:43])[CH:32]=5)=[CH:27][N:26]=4)[CH2:20][CH2:19]3)=[N:16][CH:17]=2)=[CH:6][C:5]=1[O:44][CH3:45])(=[O:3])[CH3:2].[CH3:46][S:47]([OH:50])(=[O:49])=[O:48].CO. (6) Given the product [CH:1]1([C:4]2[NH:8][N:7]=[C:6]([NH:9][C:10]3[N:15]=[C:14]4[N:16]([C@H:17]([C:19]5[CH:20]=[CH:21][C:22]([F:25])=[CH:23][CH:24]=5)[CH3:18])[N:27]=[N:26][C:13]4=[CH:12][CH:11]=3)[CH:5]=2)[CH2:3][CH2:2]1, predict the reactants needed to synthesize it. The reactants are: [CH:1]1([C:4]2[NH:8][N:7]=[C:6]([NH:9][C:10]3[N:15]=[C:14]([NH:16][C@H:17]([C:19]4[CH:24]=[CH:23][C:22]([F:25])=[CH:21][CH:20]=4)[CH3:18])[C:13]([NH2:26])=[CH:12][CH:11]=3)[CH:5]=2)[CH2:3][CH2:2]1.[N:27]([O-])=O.[Na+]. (7) Given the product [Br:1][C:2]1[CH:3]=[CH:4][C:5]([S:8]([N:11]2[C:17]3[CH:18]=[CH:19][CH:20]=[CH:21][C:16]=3[CH2:15][N:14]3[C:22]([C:36](=[O:37])[C:35]([Cl:40])([Cl:39])[Cl:34])=[CH:23][CH:24]=[C:13]3[CH2:12]2)(=[O:9])=[O:10])=[CH:6][CH:7]=1, predict the reactants needed to synthesize it. The reactants are: [Br:1][C:2]1[CH:7]=[CH:6][C:5]([S:8]([N:11]2[C:17]3[CH:18]=[CH:19][CH:20]=[CH:21][C:16]=3[CH2:15][N:14]3[CH:22]=[CH:23][CH:24]=[C:13]3[CH2:12]2)(=[O:10])=[O:9])=[CH:4][CH:3]=1.CN(C)C1C=CC=CC=1.[Cl:34][C:35]([Cl:40])([Cl:39])[C:36](Cl)=[O:37].